Dataset: Reaction yield outcomes from USPTO patents with 853,638 reactions. Task: Predict the reaction yield, written as a fraction of the theoretical maximum amount of product (1.0 means a 100% yield; for example, 0.34 means a 34% yield). (1) The catalyst is O1CCCC1.CO.[OH-].[Na+]. The product is [NH2:24][C:20]1[CH:19]=[C:18]([N:2]([CH3:1])[C:3]2[N:8]=[C:7]3[S:9][C:10]([NH:12][C:13]([CH:15]4[CH2:16][CH2:17]4)=[O:14])=[N:11][C:6]3=[CH:5][CH:4]=2)[CH:23]=[CH:22][CH:21]=1. The yield is 0.930. The reactants are [CH3:1][N:2]([C:18]1[CH:23]=[CH:22][CH:21]=[C:20]([NH:24]C(=O)C(F)(F)F)[CH:19]=1)[C:3]1[N:8]=[C:7]2[S:9][C:10]([NH:12][C:13]([CH:15]3[CH2:17][CH2:16]3)=[O:14])=[N:11][C:6]2=[CH:5][CH:4]=1.[Cl-].[NH4+]. (2) The reactants are [CH3:1][C:2]1([CH3:15])[CH2:14][C:5]2[S:6][C:7]([C:9]([O:11]CC)=[O:10])=[CH:8][C:4]=2[CH2:3]1.O.[OH-].[Li+]. The catalyst is CC(O)C.O1CCCC1. The product is [CH3:1][C:2]1([CH3:15])[CH2:14][C:5]2[S:6][C:7]([C:9]([OH:11])=[O:10])=[CH:8][C:4]=2[CH2:3]1. The yield is 0.860. (3) The reactants are [Cl:1][C:2]1[CH:10]=[C:6]([C:7]([OH:9])=O)[C:5]([OH:11])=[CH:4][CH:3]=1.[F:12][C:13]([F:26])([F:25])[C:14]1[CH:15]=[C:16]([CH:18]=[C:19]([C:21]([F:24])([F:23])[F:22])[CH:20]=1)[NH2:17]. No catalyst specified. The product is [F:12][C:13]([F:25])([F:26])[C:14]1[CH:15]=[C:16]([NH:17][C:7](=[O:9])[C:6]2[CH:10]=[C:2]([Cl:1])[CH:3]=[CH:4][C:5]=2[OH:11])[CH:18]=[C:19]([C:21]([F:22])([F:24])[F:23])[CH:20]=1. The yield is 0.855. (4) The reactants are [CH2:1]([O:8][C:9]1[CH:14]=[C:13]([N:15]([CH2:21][CH2:22][CH2:23][CH3:24])[CH2:16][CH2:17][CH2:18][CH2:19][OH:20])[CH:12]=[CH:11][C:10]=1[CH:25]=[CH:26][C:27]1[S:31][C:30]([CH:32]=O)=[CH:29][CH:28]=1)[C:2]1[CH:7]=[CH:6][CH:5]=[CH:4][CH:3]=1.[C:34]([C:36]1[C:37](=[C:44]([C:47]#[N:48])[C:45]#[N:46])[O:38][C:39]([CH3:43])([CH3:42])[C:40]=1[CH3:41])#[N:35].C([O-])(=O)C.[NH4+]. The catalyst is C(O)C.O1CCCC1. The product is [CH2:1]([O:8][C:9]1[CH:14]=[C:13]([N:15]([CH2:21][CH2:22][CH2:23][CH3:24])[CH2:16][CH2:17][CH2:18][CH2:19][OH:20])[CH:12]=[CH:11][C:10]=1[CH:25]=[CH:26][C:27]1[S:31][C:30]([CH:32]=[CH:41][C:40]2[C:39]([CH3:42])([CH3:43])[O:38][C:37](=[C:44]([C:45]#[N:46])[C:47]#[N:48])[C:36]=2[C:34]#[N:35])=[CH:29][CH:28]=1)[C:2]1[CH:3]=[CH:4][CH:5]=[CH:6][CH:7]=1. The yield is 0.564. (5) The reactants are [C:1]([O:5][C:6](=[O:18])[NH:7][CH2:8][C:9]1[CH:14]=[CH:13][C:12]([N+:15]([O-])=O)=[CH:11][CH:10]=1)([CH3:4])([CH3:3])[CH3:2].C([O-])=O.[NH4+].O. The catalyst is [Fe].C1(C)C=CC=CC=1. The product is [C:1]([O:5][C:6](=[O:18])[NH:7][CH2:8][C:9]1[CH:10]=[CH:11][C:12]([NH2:15])=[CH:13][CH:14]=1)([CH3:4])([CH3:2])[CH3:3]. The yield is 0.900.